Dataset: Full USPTO retrosynthesis dataset with 1.9M reactions from patents (1976-2016). Task: Predict the reactants needed to synthesize the given product. (1) Given the product [CH3:1][O:22][C:21]([C:14]1([C:8]2[CH:13]=[CH:12][CH:11]=[CH:10][CH:9]=2)[CH2:20][CH2:19][CH2:18][CH2:17][CH2:16][CH2:15]1)=[O:23], predict the reactants needed to synthesize it. The reactants are: [CH3:1][Si](C=[N+]=[N-])(C)C.[C:8]1([C:14]2([C:21]([OH:23])=[O:22])[CH2:20][CH2:19][CH2:18][CH2:17][CH2:16][CH2:15]2)[CH:13]=[CH:12][CH:11]=[CH:10][CH:9]=1. (2) Given the product [NH:37]1[C:45]2[C:40](=[C:41]([S:46]([NH:7][CH:8]([C:20]([N:22]3[CH2:23][CH2:24][CH:25]([CH3:28])[CH2:26][CH2:27]3)=[O:21])[CH2:9][CH2:10][C:11]3[CH:12]=[C:13]([CH:14]=[CH:15][CH:16]=3)[C:17]([NH2:18])=[O:19])(=[O:48])=[O:47])[CH:42]=[CH:43][CH:44]=2)[CH:39]=[CH:38]1, predict the reactants needed to synthesize it. The reactants are: C(OC(=O)[NH:7][CH:8]([C:20]([N:22]1[CH2:27][CH2:26][CH:25]([CH3:28])[CH2:24][CH2:23]1)=[O:21])[CH2:9][CH2:10][C:11]1[CH:16]=[CH:15][CH:14]=[C:13]([C:17](=[O:19])[NH2:18])[CH:12]=1)(C)(C)C.C(OC([N:37]1[C:45]2[CH:44]=[CH:43][CH:42]=[C:41]([S:46]([OH:48])=[O:47])[C:40]=2[CH:39]=[CH:38]1)=O)(C)(C)C.[Li]. (3) Given the product [Cl:1][C:2]1[CH:18]=[C:17]([C:19]#[N:20])[CH:16]=[C:15]([Cl:21])[C:3]=1[C:4]([Cl:24])=[N:6][C:7]1[CH:12]=[CH:11][N:10]=[C:9]([Cl:13])[C:8]=1[F:14], predict the reactants needed to synthesize it. The reactants are: [Cl:1][C:2]1[CH:18]=[C:17]([C:19]#[N:20])[CH:16]=[C:15]([Cl:21])[C:3]=1[C:4]([NH:6][C:7]1[CH:12]=[CH:11][N:10]=[C:9]([Cl:13])[C:8]=1[F:14])=O.S(Cl)([Cl:24])=O. (4) Given the product [O:6]1[C:7]2[C:12](=[CH:11][CH:10]=[CH:9][CH:8]=2)[CH2:13][CH2:14][C@@H:5]1[CH2:4][NH2:1], predict the reactants needed to synthesize it. The reactants are: [N:1]([CH2:4][C@H:5]1[CH2:14][CH2:13][C:12]2[C:7](=[CH:8][CH:9]=[CH:10][CH:11]=2)[O:6]1)=[N+]=[N-].C1(P(C2C=CC=CC=2)C2C=CC=CC=2)C=CC=CC=1.O. (5) The reactants are: [NH2:1][C:2]1[CH:3]=[N:4][CH:5]=[CH:6][CH:7]=1.Cl[C:9](=[O:14])[C:10]([O:12][CH3:13])=[O:11]. Given the product [N:4]1[CH:5]=[CH:6][CH:7]=[C:2]([NH:1][C:9](=[O:14])[C:10]([O:12][CH3:13])=[O:11])[CH:3]=1, predict the reactants needed to synthesize it. (6) Given the product [O:1]1[C:10]2[C:5](=[CH:6][C:7]([C:11]3[C:16]([CH:17]4[CH2:18][CH2:19]4)=[CH:15][C:14]([NH:20][S:21]([CH3:24])(=[O:23])=[O:22])=[C:13]([CH3:25])[C:12]=3[CH:26]([O:31][CH:32]3[CH2:33][CH2:34]3)[C:27]([OH:29])=[O:28])=[CH:8][CH:9]=2)[CH2:4][CH2:3][CH2:2]1, predict the reactants needed to synthesize it. The reactants are: [O:1]1[C:10]2[C:5](=[CH:6][C:7]([C:11]3[C:16]([CH:17]4[CH2:19][CH2:18]4)=[CH:15][C:14]([NH:20][S:21]([CH3:24])(=[O:23])=[O:22])=[C:13]([CH3:25])[C:12]=3[CH:26]([O:31][CH:32]3[CH2:34][CH2:33]3)[C:27]([O:29]C)=[O:28])=[CH:8][CH:9]=2)[CH2:4][CH2:3][CH2:2]1.[OH-].[Na+]. (7) The reactants are: C([O:3][C:4]([C:6]1[S:10][C:9]([C:11]2[CH:16]=[CH:15][C:14]([Cl:17])=[CH:13][CH:12]=2)=[N:8][C:7]=1[CH2:18][C:19]([O:21]CC)=[O:20])=[O:5])C.[OH-].[Na+].Cl. Given the product [C:19]([CH2:18][C:7]1[N:8]=[C:9]([C:11]2[CH:12]=[CH:13][C:14]([Cl:17])=[CH:15][CH:16]=2)[S:10][C:6]=1[C:4]([OH:5])=[O:3])([OH:21])=[O:20], predict the reactants needed to synthesize it. (8) Given the product [Cl:24][C:25]1[CH:26]=[CH:27][C:28]([N:31]2[CH2:36][CH2:35][N:34]([CH2:22][CH2:21][CH2:20][C:11]3[CH:10]=[C:9]([C:6]4[CH:7]=[CH:8][C:3]([O:2][CH3:1])=[CH:4][CH:5]=4)[N:13]([C:14]4[CH:15]=[CH:16][CH:17]=[CH:18][CH:19]=4)[N:12]=3)[CH2:33][CH2:32]2)=[CH:29][CH:30]=1, predict the reactants needed to synthesize it. The reactants are: [CH3:1][O:2][C:3]1[CH:8]=[CH:7][C:6]([C:9]2[N:13]([C:14]3[CH:19]=[CH:18][CH:17]=[CH:16][CH:15]=3)[N:12]=[C:11]([CH2:20][CH2:21][CH:22]=O)[CH:10]=2)=[CH:5][CH:4]=1.[Cl:24][C:25]1[CH:30]=[CH:29][C:28]([N:31]2[CH2:36][CH2:35][NH:34][CH2:33][CH2:32]2)=[CH:27][CH:26]=1.CCN(C(C)C)C(C)C.[BH-](OC(C)=O)(OC(C)=O)OC(C)=O.[Na+]. (9) Given the product [C:23]([N:7]1[C:8]2[C:4](=[CH:3][C:2]([OH:1])=[CH:10][CH:9]=2)[CH:5]=[C:6]1[C:11]([O:13][CH2:14][CH3:15])=[O:12])([O:25][C:26]([CH3:29])([CH3:28])[CH3:27])=[O:24], predict the reactants needed to synthesize it. The reactants are: [OH:1][C:2]1[CH:3]=[C:4]2[C:8](=[CH:9][CH:10]=1)[NH:7][C:6]([C:11]([O:13][CH2:14][CH3:15])=[O:12])=[CH:5]2.C(N(CC)CC)C.[C:23](O[C:23]([O:25][C:26]([CH3:29])([CH3:28])[CH3:27])=[O:24])([O:25][C:26]([CH3:29])([CH3:28])[CH3:27])=[O:24]. (10) Given the product [NH2:6][C@H:5]1[C@@H:4]2[O:3][C:2]([CH3:1])([CH3:12])[O:10][C@@H:9]2[C@@H:8]([OH:7])[CH2:11]1, predict the reactants needed to synthesize it. The reactants are: [CH3:1][C:2]1([CH3:12])[O:10][CH:9]2[CH:4]([CH:5]3[CH2:11][CH:8]2[O:7][NH:6]3)[O:3]1.